From a dataset of Catalyst prediction with 721,799 reactions and 888 catalyst types from USPTO. Predict which catalyst facilitates the given reaction. (1) Product: [Br:1][C:2]1[CH:7]=[C:6]2[C:5](=[CH:4][C:3]=1[O:21][CH2:22][CH3:23])[NH:8][CH:9]=[C:10]([C:11]([O:13][CH2:14][CH3:15])=[O:12])[C:16]2=[O:18]. The catalyst class is: 400. Reactant: [Br:1][C:2]1[CH:7]=[CH:6][C:5]([NH:8][CH2:9][CH:10]([C:16]([O:18]CC)=O)[C:11]([O:13][CH2:14][CH3:15])=[O:12])=[CH:4][C:3]=1[O:21][CH2:22][CH3:23].CCCCCC. (2) Reactant: [CH:1]1([CH2:4][NH:5][C:6]2[C:7]3[CH:14]=[CH:13][NH:12][C:8]=3[N:9]=[CH:10][N:11]=2)[CH2:3][CH2:2]1.[F:15][C:16]1[C:21]([CH:22]=[O:23])=[C:20]([F:24])[CH:19]=[CH:18][C:17]=1[NH:25][C:26](=[O:29])[O:27][CH3:28].[OH-].[K+].Cl. Product: [CH:1]1([CH2:4][NH:5][C:6]2[C:7]3[C:14]([CH:22]([OH:23])[C:21]4[C:16]([F:15])=[C:17]([NH:25][C:26](=[O:29])[O:27][CH3:28])[CH:18]=[CH:19][C:20]=4[F:24])=[CH:13][NH:12][C:8]=3[N:9]=[CH:10][N:11]=2)[CH2:2][CH2:3]1. The catalyst class is: 5. (3) Product: [CH3:21][N:22]1[CH2:27][CH2:26][N:25]([C:8]2[O:9][C:10]3[CH:20]=[CH:19][C:18]4[C:13](=[CH:14][CH:15]=[CH:16][CH:17]=4)[C:11]=3[N:12]=2)[CH2:24][CH2:23]1. Reactant: P(Cl)(Cl)(Cl)(Cl)Cl.S[C:8]1[O:9][C:10]2[CH:20]=[CH:19][C:18]3[C:13](=[CH:14][CH:15]=[CH:16][CH:17]=3)[C:11]=2[N:12]=1.[CH3:21][N:22]1[CH2:27][CH2:26][NH:25][CH2:24][CH2:23]1. The catalyst class is: 11.